This data is from Full USPTO retrosynthesis dataset with 1.9M reactions from patents (1976-2016). The task is: Predict the reactants needed to synthesize the given product. (1) Given the product [Cl:26][C:27]1[CH:32]=[C:31]([Cl:33])[CH:30]=[CH:29][C:28]=1[S:34]([N:37]1[C:45]2[C:40](=[CH:41][CH:42]=[CH:43][CH:44]=2)[C:39](/[CH:46]=[C:7]2\[O:8][C:4]3[C:3]([CH2:12][N:13]4[CH2:14][CH2:15][N:16]([C:19]([O:21][C:22]([CH3:25])([CH3:24])[CH3:23])=[O:20])[CH2:17][CH2:18]4)=[C:2]([OH:1])[CH:11]=[CH:10][C:5]=3[C:6]\2=[O:9])=[CH:38]1)(=[O:36])=[O:35], predict the reactants needed to synthesize it. The reactants are: [OH:1][C:2]1[CH:11]=[CH:10][C:5]2[C:6](=[O:9])[CH2:7][O:8][C:4]=2[C:3]=1[CH2:12][N:13]1[CH2:18][CH2:17][N:16]([C:19]([O:21][C:22]([CH3:25])([CH3:24])[CH3:23])=[O:20])[CH2:15][CH2:14]1.[Cl:26][C:27]1[CH:32]=[C:31]([Cl:33])[CH:30]=[CH:29][C:28]=1[S:34]([N:37]1[C:45]2[C:40](=[CH:41][CH:42]=[CH:43][CH:44]=2)[C:39]([CH:46]=O)=[CH:38]1)(=[O:36])=[O:35].N1CCCCC1. (2) Given the product [CH3:33][N:31]1[CH:32]=[C:28]([C:27]2[N:21]3[C:22]([CH:23]=[N:24][C:19]([NH:15][C:11]4[CH:12]=[CH:13][CH:14]=[C:9]([O:8][CH2:7][CH:3]5[CH2:4][CH2:5][CH2:6][N:2]5[CH3:1])[CH:10]=4)=[N:20]3)=[CH:25][CH:26]=2)[CH:29]=[N:30]1, predict the reactants needed to synthesize it. The reactants are: [CH3:1][N:2]1[CH2:6][CH2:5][CH2:4][CH:3]1[CH2:7][O:8][C:9]1[CH:10]=[C:11]([NH2:15])[CH:12]=[CH:13][CH:14]=1.CS([C:19]1[N:24]=[CH:23][C:22]2=[CH:25][CH:26]=[C:27]([C:28]3[CH:29]=[N:30][N:31]([CH3:33])[CH:32]=3)[N:21]2[N:20]=1)=O. (3) Given the product [CH3:3][N:2]([CH2:4][C:5]1([C:11]2[CH:16]=[CH:15][C:14]([O:17][CH2:19][CH2:20][CH2:21][N:22]([CH2:26][CH3:27])[CH2:23][CH2:24][OH:25])=[CH:13][CH:12]=2)[CH2:6][CH2:7][O:8][CH2:9][CH2:10]1)[CH3:1], predict the reactants needed to synthesize it. The reactants are: [CH3:1][N:2]([CH2:4][C:5]1([C:11]2[CH:16]=[CH:15][C:14]([OH:17])=[CH:13][CH:12]=2)[CH2:10][CH2:9][O:8][CH2:7][CH2:6]1)[CH3:3].Cl[CH2:19][CH2:20][CH2:21][N:22]([CH2:26][CH3:27])[CH2:23][CH2:24][OH:25].C([O-])([O-])=O.[K+].[K+].N. (4) Given the product [CH3:17][O:16][C:14](=[O:15])[C:13]1[CH:18]=[C:19]([O:22][CH3:23])[CH:20]=[CH:21][C:12]=1[O:11][CH2:9][CH:8]=[CH2:7], predict the reactants needed to synthesize it. The reactants are: C([O-])([O-])=O.[K+].[K+].[CH2:7](Br)[CH:8]=[CH2:9].[OH:11][C:12]1[CH:21]=[CH:20][C:19]([O:22][CH3:23])=[CH:18][C:13]=1[C:14]([O:16][CH3:17])=[O:15]. (5) Given the product [CH3:1][C:2]1[C:3]([NH2:14])=[CH:4][CH:5]=[C:6]([N:8]2[CH2:13][CH2:12][O:11][CH2:10][CH2:9]2)[N:7]=1, predict the reactants needed to synthesize it. The reactants are: [CH3:1][C:2]1[N:7]=[C:6]([N:8]2[CH2:13][CH2:12][O:11][CH2:10][CH2:9]2)[CH:5]=[CH:4][C:3]=1[N+:14]([O-])=O.[Cl-].[NH4+]. (6) Given the product [Cl:1][C:2]1[CH:10]=[C:9]([I:11])[C:5]2[O:6][CH2:7][O:8][C:4]=2[C:3]=1[NH:12][C:13]1[C:22]2[C:17](=[CH:18][C:19]([O:25][CH2:26][CH2:27][CH2:28][N:34]3[CH2:35][CH2:36][N:31]([CH3:30])[C:32](=[O:37])[CH2:33]3)=[C:20]([O:23][CH3:24])[CH:21]=2)[N:16]=[CH:15][N:14]=1.[Cl:1][C:2]1[CH:10]=[C:9]([I:11])[C:5]2[O:6][CH2:7][O:8][C:4]=2[C:3]=1[NH:12][C:13]1[C:22]2[C:17](=[CH:18][C:19]([O:25][CH2:26][CH2:27][CH2:28][Cl:29])=[C:20]([O:23][CH3:24])[CH:21]=2)[N:16]=[CH:15][N:14]=1, predict the reactants needed to synthesize it. The reactants are: [Cl:1][C:2]1[CH:10]=[C:9]([I:11])[C:5]2[O:6][CH2:7][O:8][C:4]=2[C:3]=1[NH:12][C:13]1[C:22]2[C:17](=[CH:18][C:19]([O:25][CH2:26][CH2:27][CH2:28][Cl:29])=[C:20]([O:23][CH3:24])[CH:21]=2)[N:16]=[CH:15][N:14]=1.[CH3:30][N:31]1[CH2:36][CH2:35][NH:34][CH2:33][C:32]1=[O:37]. (7) Given the product [CH:20]1([C:18]([C:12]2[CH:13]=[C:14]([CH3:17])[CH:15]=[CH:16][C:11]=2[NH:10][C:8](=[O:9])[NH:7][C:5]2[S:6][C:2]([S:25][CH2:26][CH2:27][NH:28][C:29](=[O:31])[CH3:30])=[CH:3][N:4]=2)=[O:19])[CH2:24][CH2:23][CH2:22][CH2:21]1, predict the reactants needed to synthesize it. The reactants are: Br[C:2]1[S:6][C:5]([NH:7][C:8]([NH:10][C:11]2[CH:16]=[CH:15][C:14]([CH3:17])=[CH:13][C:12]=2[C:18]([CH:20]2[CH2:24][CH2:23][CH2:22][CH2:21]2)=[O:19])=[O:9])=[N:4][CH:3]=1.[SH:25][CH2:26][CH2:27][NH:28][C:29](=[O:31])[CH3:30]. (8) Given the product [C:1]([O:5][C:6](=[O:24])[NH:7][CH3:8])([CH3:4])([CH3:3])[CH3:2], predict the reactants needed to synthesize it. The reactants are: [C:1]([O:5][C:6](=[O:24])[N:7](C)[CH:8]1CCN(C2C=CC([N+]([O-])=O)=CN=2)CC1)([CH3:4])([CH3:3])[CH3:2].[H][H]. (9) Given the product [F:39][C:38]([F:41])([F:40])[S:35]([O:24][C:19]1[C:20]([O:22][CH3:23])=[CH:21][C:8]2[S:7](=[O:26])(=[O:25])[CH2:6][C@:5]([CH2:1][CH2:2][CH2:3][CH3:4])([CH2:27][CH3:28])[NH:11][C@H:10]([C:12]3[CH:13]=[CH:14][CH:15]=[CH:16][CH:17]=3)[C:9]=2[CH:18]=1)(=[O:37])=[O:36], predict the reactants needed to synthesize it. The reactants are: [CH2:1]([C@@:5]1([CH2:27][CH3:28])[NH:11][C@H:10]([C:12]2[CH:17]=[CH:16][CH:15]=[CH:14][CH:13]=2)[C:9]2[CH:18]=[C:19]([OH:24])[C:20]([O:22][CH3:23])=[CH:21][C:8]=2[S:7](=[O:26])(=[O:25])[CH2:6]1)[CH2:2][CH2:3][CH3:4].N1C=CC=CC=1.[S:35](O[S:35]([C:38]([F:41])([F:40])[F:39])(=[O:37])=[O:36])([C:38]([F:41])([F:40])[F:39])(=[O:37])=[O:36]. (10) Given the product [ClH:1].[NH2:28][CH2:27][C:26]1[CH:35]=[CH:36][C:37]([F:38])=[C:24]([CH:21]2[CH2:20][CH2:19][N:18]([C:16]([C:5]3[C:4]4[C:8](=[C:9]([CH3:11])[CH:10]=[C:2]([Cl:1])[CH:3]=4)[N:7]([CH2:12][CH2:13][O:14][CH3:15])[CH:6]=3)=[O:17])[CH2:23][CH2:22]2)[CH:25]=1, predict the reactants needed to synthesize it. The reactants are: [Cl:1][C:2]1[CH:3]=[C:4]2[C:8](=[C:9]([CH3:11])[CH:10]=1)[N:7]([CH2:12][CH2:13][O:14][CH3:15])[CH:6]=[C:5]2[C:16]([N:18]1[CH2:23][CH2:22][CH:21]([C:24]2[CH:25]=[C:26]([CH:35]=[CH:36][C:37]=2[F:38])[CH2:27][NH:28]C(=O)C(F)(F)F)[CH2:20][CH2:19]1)=[O:17].C([O-])([O-])=O.[K+].[K+].Cl.CCOCC.